Dataset: Experimental lipophilicity measurements (octanol/water distribution) for 4,200 compounds from AstraZeneca. Task: Regression/Classification. Given a drug SMILES string, predict its absorption, distribution, metabolism, or excretion properties. Task type varies by dataset: regression for continuous measurements (e.g., permeability, clearance, half-life) or binary classification for categorical outcomes (e.g., BBB penetration, CYP inhibition). For this dataset (lipophilicity_astrazeneca), we predict Y. (1) The molecule is COc1cc2c(Nc3cnc(NC(=O)c4ccccc4)nc3)ncnc2cc1OCCCN1CCOCC1. The Y is 2.70 logD. (2) The compound is C1CCC(C(CC2CCCCN2)C2CCCCC2)CC1. The Y is 3.02 logD.